This data is from Reaction yield outcomes from USPTO patents with 853,638 reactions. The task is: Predict the reaction yield, written as a fraction of the theoretical maximum amount of product (1.0 means a 100% yield; for example, 0.34 means a 34% yield). (1) The reactants are [NH2:1][CH2:2][C:3]1[N:4]=[CH:5][C:6]([C:9]([NH:11][CH2:12][C:13]2[S:17][C:16]([CH3:18])=[N:15][CH:14]=2)=[O:10])=[N:7][CH:8]=1.[F:19][C:20]1[CH:21]=[C:22]([S:27](Cl)(=[O:29])=[O:28])[CH:23]=[C:24]([F:26])[CH:25]=1.C(N(CC)CC)C. The catalyst is ClCCl.O. The product is [F:26][C:24]1[CH:23]=[C:22]([S:27]([NH:1][CH2:2][C:3]2[N:4]=[CH:5][C:6]([C:9]([NH:11][CH2:12][C:13]3[S:17][C:16]([CH3:18])=[N:15][CH:14]=3)=[O:10])=[N:7][CH:8]=2)(=[O:28])=[O:29])[CH:21]=[C:20]([F:19])[CH:25]=1. The yield is 0.120. (2) The reactants are [CH3:1][O:2][C:3]1[CH:4]=[C:5]([CH:8]=[CH:9][C:10]=1[O:11][CH3:12])[CH:6]=O.C(O)(=O)[CH2:14][C:15]([OH:17])=[O:16].Cl. The catalyst is N1CCCCC1.N1C=CC=CC=1. The product is [CH3:1][O:2][C:3]1[CH:4]=[C:5](/[CH:6]=[CH:14]/[C:15]([OH:17])=[O:16])[CH:8]=[CH:9][C:10]=1[O:11][CH3:12]. The yield is 0.810. (3) The reactants are [C:1]([O:5][C:6]([NH:8][C@@H:9]([CH2:14][C:15]1[CH:20]=[CH:19][CH:18]=[CH:17][CH:16]=1)[C@H:10]([OH:13])[CH2:11]Cl)=[O:7])([CH3:4])([CH3:3])[CH3:2].C(=O)([O-])[O-].[K+].[K+].C(O)(=O)CC(CC(O)=O)(C(O)=O)O. The catalyst is C(O)C.O. The product is [C:1]([O:5][C:6]([NH:8][C@@H:9]([CH2:14][C:15]1[CH:20]=[CH:19][CH:18]=[CH:17][CH:16]=1)[C@@H:10]1[O:13][CH2:11]1)=[O:7])([CH3:4])([CH3:3])[CH3:2]. The yield is 0.950.